Dataset: Catalyst prediction with 721,799 reactions and 888 catalyst types from USPTO. Task: Predict which catalyst facilitates the given reaction. Reactant: [NH2:1][C:2]1([C:16]2[S:17][C:18]([C:21]3[CH:26]=[C:25]([CH3:27])[CH:24]=[C:23]([NH:28][C:29]4[CH:34]=[C:33]([C:35]([F:38])([F:37])[F:36])[CH:32]=[CH:31][N:30]=4)[N:22]=3)=[CH:19][N:20]=2)[CH2:11][CH2:10][CH2:9][C:8]2[CH:7]=[C:6]([C:12]([O:14]C)=[O:13])[CH:5]=[CH:4][C:3]1=2.[OH-].[Na+].FC(F)(F)C([O-])=O. Product: [NH2:1][C:2]1([C:16]2[S:17][C:18]([C:21]3[CH:26]=[C:25]([CH3:27])[CH:24]=[C:23]([NH:28][C:29]4[CH:34]=[C:33]([C:35]([F:36])([F:38])[F:37])[CH:32]=[CH:31][N:30]=4)[N:22]=3)=[CH:19][N:20]=2)[CH2:11][CH2:10][CH2:9][C:8]2[CH:7]=[C:6]([C:12]([OH:14])=[O:13])[CH:5]=[CH:4][C:3]1=2. The catalyst class is: 14.